This data is from Full USPTO retrosynthesis dataset with 1.9M reactions from patents (1976-2016). The task is: Predict the reactants needed to synthesize the given product. (1) Given the product [NH2:1][C:2]1[N:7]=[C:6]([O:8][CH2:9][C:10]([OH:12])=[O:11])[C:5]([C:14]2[CH:19]=[CH:18][C:17](=[O:20])[N:16]([CH:21]([CH3:23])[CH3:22])[N:15]=2)=[C:4]([C:24]2[CH:25]=[CH:26][CH:27]=[CH:28][CH:29]=2)[N:3]=1, predict the reactants needed to synthesize it. The reactants are: [NH2:1][C:2]1[N:7]=[C:6]([O:8][CH2:9][C:10]([O:12]C)=[O:11])[C:5]([C:14]2[CH:19]=[CH:18][C:17](=[O:20])[N:16]([CH:21]([CH3:23])[CH3:22])[N:15]=2)=[C:4]([C:24]2[CH:29]=[CH:28][CH:27]=[CH:26][CH:25]=2)[N:3]=1.Cl.CC(C)=O. (2) Given the product [F:31][C:32]1[CH:37]=[C:36]([F:38])[CH:35]=[CH:34][C:33]=1[S:39]([NH:1][C:2]1[CH:7]=[N:6][CH:5]=[C:4]([C:8]2[S:12][C:11]([C:13]3[CH:14]=[C:15]4[C:19](=[CH:20][CH:21]=3)[C:18](=[O:22])[N:17]([CH2:23][CH2:24][N:25]3[CH2:26][CH2:27][O:28][CH2:29][CH2:30]3)[CH2:16]4)=[CH:10][CH:9]=2)[CH:3]=1)(=[O:41])=[O:40], predict the reactants needed to synthesize it. The reactants are: [NH2:1][C:2]1[CH:3]=[C:4]([C:8]2[S:12][C:11]([C:13]3[CH:14]=[C:15]4[C:19](=[CH:20][CH:21]=3)[C:18](=[O:22])[N:17]([CH2:23][CH2:24][N:25]3[CH2:30][CH2:29][O:28][CH2:27][CH2:26]3)[CH2:16]4)=[CH:10][CH:9]=2)[CH:5]=[N:6][CH:7]=1.[F:31][C:32]1[CH:37]=[C:36]([F:38])[CH:35]=[CH:34][C:33]=1[S:39](Cl)(=[O:41])=[O:40]. (3) Given the product [C:1]([O:5][C:6]([N:8]1[C:16]2[C:11](=[CH:12][CH:13]=[C:14]([NH:17][C:25]3[CH:30]=[CH:29][CH:28]=[CH:27][C:26]=3[O:31][CH3:32])[CH:15]=2)[C:10]([C:18]2[CH:23]=[CH:22][CH:21]=[CH:20][CH:19]=2)=[N:9]1)=[O:7])([CH3:4])([CH3:2])[CH3:3], predict the reactants needed to synthesize it. The reactants are: [C:1]([O:5][C:6]([N:8]1[C:16]2[C:11](=[CH:12][CH:13]=[C:14]([NH2:17])[CH:15]=2)[C:10]([C:18]2[CH:23]=[CH:22][CH:21]=[CH:20][CH:19]=2)=[N:9]1)=[O:7])([CH3:4])([CH3:3])[CH3:2].Br[C:25]1[CH:30]=[CH:29][CH:28]=[CH:27][C:26]=1[O:31][CH3:32]. (4) Given the product [OH:13][CH2:12][C:7]1[CH:8]=[CH:9][CH:10]=[C:11]2[C:6]=1[N:5]([CH2:20][O:21][CH2:22][CH2:23][Si:24]([CH3:26])([CH3:25])[CH3:27])[C:4](=[O:28])[CH2:3][C:2]2([CH3:29])[CH3:1], predict the reactants needed to synthesize it. The reactants are: [CH3:1][C:2]1([CH3:29])[C:11]2[C:6](=[C:7]([CH2:12][O:13]C3CCCCO3)[CH:8]=[CH:9][CH:10]=2)[N:5]([CH2:20][O:21][CH2:22][CH2:23][Si:24]([CH3:27])([CH3:26])[CH3:25])[C:4](=[O:28])[CH2:3]1.C1(C)C=CC(S([O-])(=O)=O)=CC=1.[NH+]1C=CC=CC=1. (5) Given the product [I:1][C:2]1[CH:8]=[CH:7][C:5]([NH:6][CH2:19][C:18]2[CH:21]=[CH:22][CH:23]=[C:16]([O:15][CH:10]3[CH2:11][CH2:12][CH2:13][CH2:14][O:9]3)[CH:17]=2)=[CH:4][CH:3]=1, predict the reactants needed to synthesize it. The reactants are: [I:1][C:2]1[CH:8]=[CH:7][C:5]([NH2:6])=[CH:4][CH:3]=1.[O:9]1[CH2:14][CH2:13][CH2:12][CH2:11][CH:10]1[O:15][C:16]1[CH:17]=[C:18]([CH:21]=[CH:22][CH:23]=1)[CH:19]=O.S([O-])([O-])(=O)=O.[Mg+2].[BH4-].[Na+].C(=O)(O)[O-].[Na+]. (6) Given the product [OH:32][C@@:24]1([CH2:29][O:30][CH3:31])[CH2:25][CH2:26][CH2:27][CH2:28][C@H:23]1[N:15]1[C:16]([C:17]2[CH:18]=[CH:19][CH:20]=[CH:21][CH:22]=2)=[C:12]([C:10]([N:9]2[CH2:8][CH2:7][N:6]([C:33]([O:35][C:36]([CH3:38])([CH3:39])[CH3:37])=[O:34])[CH2:5][C@H:4]2[CH2:3][CH:2]=[O:1])=[O:11])[N:13]=[CH:14]1, predict the reactants needed to synthesize it. The reactants are: [OH:1][CH2:2][CH2:3][C@H:4]1[N:9]([C:10]([C:12]2[N:13]=[CH:14][N:15]([C@@H:23]3[CH2:28][CH2:27][CH2:26][CH2:25][C@@:24]3([OH:32])[CH2:29][O:30][CH3:31])[C:16]=2[C:17]2[CH:22]=[CH:21][CH:20]=[CH:19][CH:18]=2)=[O:11])[CH2:8][CH2:7][N:6]([C:33]([O:35][C:36]([CH3:39])([CH3:38])[CH3:37])=[O:34])[CH2:5]1.CC(OI1(OC(C)=O)(OC(C)=O)OC(=O)C2C=CC=CC1=2)=O.O. (7) Given the product [I:11][C:6]1[CH:5]=[C:4]([CH:9]=[CH:8][C:7]=1[CH3:10])[C:3]([NH:13][NH2:14])=[O:2], predict the reactants needed to synthesize it. The reactants are: C[O:2][C:3](=O)[C:4]1[CH:9]=[CH:8][C:7]([CH3:10])=[C:6]([I:11])[CH:5]=1.[NH2:13][NH2:14]. (8) Given the product [Br:12][C:13]1[C:14]2[O:23][C:22]([CH2:24][N:7]3[CH2:6][CH2:5][N:4]([S:8]([CH3:11])(=[O:10])=[O:9])[CH2:3][C@H:2]3[CH3:1])=[CH:21][C:15]=2[C:16](=[O:20])[N:17]([CH3:19])[CH:18]=1, predict the reactants needed to synthesize it. The reactants are: [CH3:1][C@H:2]1[NH:7][CH2:6][CH2:5][N:4]([S:8]([CH3:11])(=[O:10])=[O:9])[CH2:3]1.[Br:12][C:13]1[C:14]2[O:23][C:22]([CH:24]=O)=[CH:21][C:15]=2[C:16](=[O:20])[N:17]([CH3:19])[CH:18]=1.C(O)(=O)C. (9) Given the product [Br:1][C:2]1[CH:7]=[CH:6][C:5]([Cl:8])=[CH:4][C:3]=1[C:9]1[CH:14]=[CH:13][N:12]([CH:15]([CH2:19][C:20]2[CH:25]=[CH:24][N:23]=[CH:22][CH:21]=2)[C:16]([NH:27][C:28]2[CH:40]=[CH:39][C:31]([C:32]([O:34][C:35]([CH3:36])([CH3:37])[CH3:38])=[O:33])=[CH:30][CH:29]=2)=[O:17])[C:11](=[O:26])[CH:10]=1, predict the reactants needed to synthesize it. The reactants are: [Br:1][C:2]1[CH:7]=[CH:6][C:5]([Cl:8])=[CH:4][C:3]=1[C:9]1[CH:14]=[CH:13][N:12]([CH:15]([CH2:19][C:20]2[CH:25]=[CH:24][N:23]=[CH:22][CH:21]=2)[C:16](O)=[O:17])[C:11](=[O:26])[CH:10]=1.[NH2:27][C:28]1[CH:40]=[CH:39][C:31]([C:32]([O:34][C:35]([CH3:38])([CH3:37])[CH3:36])=[O:33])=[CH:30][CH:29]=1.